From a dataset of Forward reaction prediction with 1.9M reactions from USPTO patents (1976-2016). Predict the product of the given reaction. The product is: [F:4][C:2]([NH:5][C:6](=[O:23])[N:7]([C:17]1[CH:22]=[CH:21][CH:20]=[CH:19][CH:18]=1)[C:8]1[CH:13]=[CH:12][C:11]([C:14](=[O:16])[NH:31][C:30]2[CH:32]=[CH:33][CH:34]=[C:28]([C:26](=[O:27])[NH:25][CH3:24])[CH:29]=2)=[CH:10][CH:9]=1)([F:1])[F:3]. Given the reactants [F:1][C:2]([NH:5][C:6](=[O:23])[N:7]([C:17]1[CH:22]=[CH:21][CH:20]=[CH:19][CH:18]=1)[C:8]1[CH:13]=[CH:12][C:11]([C:14]([OH:16])=O)=[CH:10][CH:9]=1)([F:4])[F:3].[CH3:24][NH:25][C:26]([C:28]1[CH:29]=[C:30]([CH:32]=[CH:33][CH:34]=1)[NH2:31])=[O:27], predict the reaction product.